This data is from Forward reaction prediction with 1.9M reactions from USPTO patents (1976-2016). The task is: Predict the product of the given reaction. (1) Given the reactants FC(F)(F)S(O[C:7]1[C:16]2[C:11](=[CH:12][CH:13]=[C:14]([C:17]([O:19][CH2:20][CH2:21][Si:22]([CH3:25])([CH3:24])[CH3:23])=[O:18])[CH:15]=2)[CH:10]=[N:9][CH:8]=1)(=O)=O.[C:28]([O:32][C:33]([N:35]1[CH2:40][CH2:39][N:38]([C:41]2[CH:46]=[CH:45][C:44](B3OC(C)(C)C(C)(C)O3)=[CH:43][CH:42]=2)[CH2:37][CH2:36]1)=[O:34])([CH3:31])([CH3:30])[CH3:29], predict the reaction product. The product is: [C:28]([O:32][C:33]([N:35]1[CH2:40][CH2:39][N:38]([C:41]2[CH:46]=[CH:45][C:44]([C:7]3[C:16]4[C:11](=[CH:12][CH:13]=[C:14]([C:17]([O:19][CH2:20][CH2:21][Si:22]([CH3:25])([CH3:24])[CH3:23])=[O:18])[CH:15]=4)[CH:10]=[N:9][CH:8]=3)=[CH:43][CH:42]=2)[CH2:37][CH2:36]1)=[O:34])([CH3:31])([CH3:29])[CH3:30]. (2) Given the reactants C([N:4]1[CH2:26][CH2:25][C:7]2[N:8]([CH2:16][CH:17]([C:19]3[CH:24]=[CH:23][N:22]=[CH:21][CH:20]=3)[OH:18])[C:9]3[CH:10]=[CH:11][C:12]([Cl:15])=[CH:13][C:14]=3[C:6]=2[CH2:5]1)C=C.CN1C(=O)CC(=O)N(C)C1=O, predict the reaction product. The product is: [Cl:15][C:12]1[CH:11]=[CH:10][C:9]2[N:8]([CH2:16][CH:17]([C:19]3[CH:24]=[CH:23][N:22]=[CH:21][CH:20]=3)[OH:18])[C:7]3[CH2:25][CH2:26][NH:4][CH2:5][C:6]=3[C:14]=2[CH:13]=1. (3) Given the reactants Cl.[N:2]([C@@H:5]1[CH2:9][NH:8][CH2:7][C@H:6]1[OH:10])=[N+:3]=[N-:4].Br[CH2:12][CH2:13][O:14][CH3:15].CCN(C(C)C)C(C)C.CC1C=CC(S(O)(=O)=O)=CC=1.N.CO, predict the reaction product. The product is: [N:2]([C@@H:5]1[CH2:9][N:8]([CH2:12][CH2:13][O:14][CH3:15])[CH2:7][C@H:6]1[OH:10])=[N+:3]=[N-:4]. (4) Given the reactants C(Cl)(=O)C(Cl)=O.CS(C)=O.[Cl:11][C:12]1[CH:17]=[CH:16][C:15]([C@H:18]([N:27]2[CH2:30][CH:29]([OH:31])[CH2:28]2)[C:19]2[CH:20]=[C:21]([CH:24]=[CH:25][CH:26]=2)[C:22]#[N:23])=[CH:14][CH:13]=1.C(N(CC)CC)C.C([O-])(O)=O.[Na+], predict the reaction product. The product is: [Cl:11][C:12]1[CH:17]=[CH:16][C:15]([C@H:18]([N:27]2[CH2:28][C:29](=[O:31])[CH2:30]2)[C:19]2[CH:20]=[C:21]([CH:24]=[CH:25][CH:26]=2)[C:22]#[N:23])=[CH:14][CH:13]=1. (5) Given the reactants [NH2:1][C:2]1[CH:7]=[CH:6][N:5]=[C:4]([Cl:8])[CH:3]=1.N1C=CC=CC=1.Cl[C:16](OC1C=CC=CC=1)=[O:17].[Cl:25][C:26]1[CH:32]=[C:31]([O:33][C:34]2[C:35]3[N:42]([CH3:43])[CH:41]=[CH:40][C:36]=3[N:37]=[CH:38][N:39]=2)[CH:30]=[CH:29][C:27]=1[NH2:28], predict the reaction product. The product is: [Cl:25][C:26]1[CH:32]=[C:31]([O:33][C:34]2[C:35]3[N:42]([CH3:43])[CH:41]=[CH:40][C:36]=3[N:37]=[CH:38][N:39]=2)[CH:30]=[CH:29][C:27]=1[NH:28][C:16]([NH:1][C:2]1[CH:7]=[CH:6][N:5]=[C:4]([Cl:8])[CH:3]=1)=[O:17]. (6) Given the reactants [Cl:1][C:2]1[CH:3]=[CH:4][C:5]2[NH:10][C:9](=[O:11])[O:8][C:7]([CH2:16][CH2:17][NH:18][C:19](=[O:27])[C:20]3[CH:25]=[CH:24][C:23]([F:26])=[CH:22][CH:21]=3)([C:12]([F:15])([F:14])[F:13])[C:6]=2[CH:28]=1.CCCCCC, predict the reaction product. The product is: [Cl:1][C:2]1[CH:3]=[CH:4][C:5]2[NH:10][C:9](=[O:11])[O:8][C@@:7]([CH2:16][CH2:17][NH:18][C:19](=[O:27])[C:20]3[CH:25]=[CH:24][C:23]([F:26])=[CH:22][CH:21]=3)([C:12]([F:15])([F:14])[F:13])[C:6]=2[CH:28]=1.